This data is from Reaction yield outcomes from USPTO patents with 853,638 reactions. The task is: Predict the reaction yield, written as a fraction of the theoretical maximum amount of product (1.0 means a 100% yield; for example, 0.34 means a 34% yield). (1) The reactants are Cl[C:2]1[N:7]=[C:6]([C:8]2[CH:13]=[CH:12][C:11]([N+:14]([O-:16])=[O:15])=[CH:10][CH:9]=2)[N:5]=[C:4]2[N:17]([CH2:20][C:21]([F:24])([F:23])[F:22])[N:18]=[CH:19][C:3]=12.FC(F)(F)C(O)=O.[C@@H:32]12[CH2:38][C@@H:35]([NH:36][CH2:37]1)[CH2:34][O:33]2.C(N(CC)CC)C. The catalyst is C(O)C. The product is [N+:14]([C:11]1[CH:12]=[CH:13][C:8]([C:6]2[N:5]=[C:4]3[N:17]([CH2:20][C:21]([F:24])([F:23])[F:22])[N:18]=[CH:19][C:3]3=[C:2]([N:36]3[CH2:37][C@H:32]4[CH2:38][C@@H:35]3[CH2:34][O:33]4)[N:7]=2)=[CH:9][CH:10]=1)([O-:16])=[O:15]. The yield is 0.700. (2) The reactants are C([C:3]1[CH:4]=[C:5]2[C:9](=[CH:10][CH:11]=1)[NH:8][CH:7]=[CH:6]2)=O.[C:23]([O:22][C:20](O[C:20]([O:22][C:23]([CH3:26])([CH3:25])[CH3:24])=[O:21])=[O:21])([CH3:26])([CH3:25])[CH3:24].[CH:27](OC)([O:30][CH3:31])[O:28][CH3:29].C(=O)([O-])O.[Na+]. The catalyst is C(#N)C.CN(C1C=CN=CC=1)C.O.C1(C)C=CC(S(O)(=O)=O)=CC=1.O. The product is [C:23]([O:22][C:20]([N:8]1[C:9]2[C:5](=[CH:4][C:3]([CH:27]([O:30][CH3:31])[O:28][CH3:29])=[CH:11][CH:10]=2)[CH:6]=[CH:7]1)=[O:21])([CH3:24])([CH3:25])[CH3:26]. The yield is 0.990. (3) The product is [C:1]([CH:5]1[CH2:10][CH2:9][C:8](=[CH:11][C:12]2[CH:13]=[C:14]3[C:19](=[CH:20][CH:21]=2)[CH:18]=[C:17]([CH2:22][N:23]2[CH2:24][CH2:25][CH:26]([C:29]([OH:31])=[O:30])[CH2:27][CH2:28]2)[CH:16]=[CH:15]3)[CH2:7][CH2:6]1)([CH3:4])([CH3:2])[CH3:3]. The reactants are [C:1]([CH:5]1[CH2:10][CH2:9][C:8](=[CH:11][C:12]2[CH:13]=[C:14]3[C:19](=[CH:20][CH:21]=2)[CH:18]=[C:17]([CH2:22][N:23]2[CH2:28][CH2:27][CH:26]([C:29]([O:31]CC)=[O:30])[CH2:25][CH2:24]2)[CH:16]=[CH:15]3)[CH2:7][CH2:6]1)([CH3:4])([CH3:3])[CH3:2].[OH-].[Na+].O.Cl. The yield is 0.810. The catalyst is CO. (4) The reactants are [C:1]([NH:4][C:5]1[CH:10]=[CH:9][C:8]([C@@H:11]2[CH2:13][C@H:12]2[NH:14]C(=O)OC(C)(C)C)=[CH:7][CH:6]=1)(=[O:3])[CH3:2].[ClH:22]. The catalyst is O1CCOCC1. The product is [ClH:22].[NH2:14][C@@H:12]1[CH2:13][C@H:11]1[C:8]1[CH:9]=[CH:10][C:5]([NH:4][C:1](=[O:3])[CH3:2])=[CH:6][CH:7]=1. The yield is 0.990. (5) The reactants are [F:1][C:2]1[CH:7]=[CH:6][CH:5]=[C:4]([F:8])[C:3]=1[C:9]1[NH:10][C:11]2[C:17]([CH2:18][O:19][C:20](=[O:22])[CH3:21])=[CH:16][CH:15]=[CH:14][C:12]=2[N:13]=1.[F:23][C:24]1[CH:31]=[CH:30][CH:29]=[C:28]([F:32])[C:25]=1[CH2:26]Br. No catalyst specified. The product is [F:23][C:24]1[CH:31]=[CH:30][CH:29]=[C:28]([F:32])[C:25]=1[CH2:26][N:13]1[C:12]2[CH:14]=[CH:15][CH:16]=[C:17]([CH2:18][O:19][C:20](=[O:22])[CH3:21])[C:11]=2[N:10]=[C:9]1[C:3]1[C:4]([F:8])=[CH:5][CH:6]=[CH:7][C:2]=1[F:1]. The yield is 0.760. (6) The reactants are [C:1]([C:4]1[N:9]=[CH:8][C:7]([NH:10][C:11]2[N:16]=[C:15]([C:17]#[C:18][C:19]3[CH:24]=[CH:23][CH:22]=[CH:21][C:20]=3[CH2:25][C:26]([NH2:28])=[O:27])[C:14]([C:29]([F:32])([F:31])[F:30])=[CH:13][N:12]=2)=[CH:6][CH:5]=1)(=[O:3])[CH3:2]. The catalyst is CN(C=O)C.CCO.CCN(CC)CC.[Pd]. The product is [C:1]([C:4]1[N:9]=[CH:8][C:7]([NH:10][C:11]2[N:16]=[C:15]([CH2:17][CH2:18][C:19]3[CH:24]=[CH:23][CH:22]=[CH:21][C:20]=3[CH2:25][C:26]([NH2:28])=[O:27])[C:14]([C:29]([F:30])([F:31])[F:32])=[CH:13][N:12]=2)=[CH:6][CH:5]=1)(=[O:3])[CH3:2]. The yield is 0.570. (7) The yield is 0.670. The catalyst is CN(C)C=O. The product is [Br:1][C:2]1[C:10]2[C:9]3[CH2:11][N:12]([CH2:21][C:22]([F:25])([F:24])[F:23])[C:13](=[O:20])[C@H:14]([CH2:16][C:17](=[O:19])[N:58]4[CH2:59][CH2:60][CH:61]([N:64]5[CH2:70][CH2:69][C:68]6[CH:71]=[CH:72][CH:73]=[CH:74][C:67]=6[NH:66][C:65]5=[O:75])[CH2:62][CH2:63]4)[CH2:15][C:8]=3[CH:7]=[C:6]([Br:26])[C:5]=2[NH:4][N:3]=1. The reactants are [Br:1][C:2]1[C:10]2[C:9]3[CH2:11][N:12]([CH2:21][C:22]([F:25])([F:24])[F:23])[C:13](=[O:20])[C@H:14]([CH2:16][C:17]([OH:19])=O)[CH2:15][C:8]=3[CH:7]=[C:6]([Br:26])[C:5]=2[NH:4][N:3]=1.C(N(CC)C(C)C)(C)C.CN(C(ON1N=NC2C=CC=CC1=2)=[N+](C)C)C.[B-](F)(F)(F)F.[NH:58]1[CH2:63][CH2:62][CH:61]([N:64]2[CH2:70][CH2:69][C:68]3[CH:71]=[CH:72][CH:73]=[CH:74][C:67]=3[NH:66][C:65]2=[O:75])[CH2:60][CH2:59]1.